From a dataset of Full USPTO retrosynthesis dataset with 1.9M reactions from patents (1976-2016). Predict the reactants needed to synthesize the given product. (1) Given the product [C:1]([C:3]1[CH:11]=[CH:10][CH:9]=[CH:8][C:4]=1[C:5]([NH:30][CH2:29][C:16]1([C:19]2[CH:20]=[N:21][C:22]([C:25]([F:28])([F:26])[F:27])=[CH:23][CH:24]=2)[CH2:17][CH2:18][C:13]([F:12])([F:31])[CH2:14][CH2:15]1)=[O:7])#[N:2], predict the reactants needed to synthesize it. The reactants are: [C:1]([C:3]1[CH:11]=[CH:10][CH:9]=[CH:8][C:4]=1[C:5]([OH:7])=O)#[N:2].[F:12][C:13]1([F:31])[CH2:18][CH2:17][C:16]([CH2:29][NH2:30])([C:19]2[CH:20]=[N:21][C:22]([C:25]([F:28])([F:27])[F:26])=[CH:23][CH:24]=2)[CH2:15][CH2:14]1. (2) The reactants are: Br[C:2]1[CH:25]=[CH:24][C:5]([CH2:6][N:7]2[CH2:15][C:14]3[CH:13]=[CH:12][N:11]=[C:10]([O:16][CH2:17][CH:18]4[CH2:22][CH2:21][CH2:20][O:19]4)[C:9]=3[C:8]2=[O:23])=[CH:4][CH:3]=1.CC1(C)C(C)(C)OB([C:34]2[CH:35]=[N:36][N:37](C(OC(C)(C)C)=O)[CH:38]=2)O1.C(=O)([O-])[O-].[Na+].[Na+]. Given the product [NH:36]1[CH:35]=[C:34]([C:2]2[CH:25]=[CH:24][C:5]([CH2:6][N:7]3[CH2:15][C:14]4[CH:13]=[CH:12][N:11]=[C:10]([O:16][CH2:17][CH:18]5[CH2:22][CH2:21][CH2:20][O:19]5)[C:9]=4[C:8]3=[O:23])=[CH:4][CH:3]=2)[CH:38]=[N:37]1, predict the reactants needed to synthesize it.